From a dataset of Catalyst prediction with 721,799 reactions and 888 catalyst types from USPTO. Predict which catalyst facilitates the given reaction. (1) Reactant: [OH:1][C:2]1[C:11]2[C:6](=[C:7]([OH:12])[CH:8]=[CH:9][CH:10]=2)[CH:5]=[CH:4][CH:3]=1.[CH3:13][O:14][CH:15]([O:18][CH3:19])[CH2:16]Cl. Product: [CH3:13][O:14][CH:15]([O:18][CH3:19])[CH2:16][O:1][C:2]1[C:11]2[C:6](=[C:7]([O:12][CH2:16][CH:15]([O:18][CH3:19])[O:14][CH3:13])[CH:8]=[CH:9][CH:10]=2)[CH:5]=[CH:4][CH:3]=1. The catalyst class is: 44. (2) Reactant: [Br:1][C:2]1[N:7]2[CH:8]=[CH:9][N:10]=[C:6]2[C:5](Br)=[N:4][CH:3]=1.[CH:12]1([NH2:18])[CH2:17][CH2:16][CH2:15][CH2:14][CH2:13]1.C(N(C(C)C)CC)(C)C. Product: [Br:1][C:2]1[N:7]2[CH:8]=[CH:9][N:10]=[C:6]2[C:5]([NH:18][CH:12]2[CH2:17][CH2:16][CH2:15][CH2:14][CH2:13]2)=[N:4][CH:3]=1. The catalyst class is: 32. (3) Reactant: [F:1][C:2]([F:15])([F:14])[S:3]([O:6]S(C(F)(F)F)(=O)=O)(=[O:5])=[O:4].N1C=CC=CC=1.[CH3:22][O:23][C:24](=[O:33])[CH2:25][C:26]1[CH:31]=[CH:30][C:29](O)=[CH:28][CH:27]=1. Product: [CH3:22][O:23][C:24](=[O:33])[CH2:25][C:26]1[CH:27]=[CH:28][C:29]([O:6][S:3]([C:2]([F:15])([F:14])[F:1])(=[O:5])=[O:4])=[CH:30][CH:31]=1. The catalyst class is: 27.